Dataset: Orexin1 receptor HTS with 218,158 compounds and 233 confirmed actives. Task: Binary Classification. Given a drug SMILES string, predict its activity (active/inactive) in a high-throughput screening assay against a specified biological target. (1) The compound is S(=O)(=O)(N1CCCC1)c1cc2N(CC(=O)Nc3ccc(OCC)cc3)C(=O)COc2cc1. The result is 0 (inactive). (2) The compound is s1c2c(CCC2)c2c1ncnc2n1ncc(c1N)C(OCC)=O. The result is 0 (inactive).